From a dataset of NCI-60 drug combinations with 297,098 pairs across 59 cell lines. Regression. Given two drug SMILES strings and cell line genomic features, predict the synergy score measuring deviation from expected non-interaction effect. Drug 1: CCN(CC)CCCC(C)NC1=C2C=C(C=CC2=NC3=C1C=CC(=C3)Cl)OC. Drug 2: C(CN)CNCCSP(=O)(O)O. Cell line: SF-295. Synergy scores: CSS=8.14, Synergy_ZIP=-5.83, Synergy_Bliss=-0.150, Synergy_Loewe=-12.3, Synergy_HSA=-0.409.